This data is from Reaction yield outcomes from USPTO patents with 853,638 reactions. The task is: Predict the reaction yield, written as a fraction of the theoretical maximum amount of product (1.0 means a 100% yield; for example, 0.34 means a 34% yield). (1) The reactants are [CH3:1][N:2]1[CH:7]=[C:6]([C:8]2[CH:13]=[C:12]([CH2:14][S:15]([CH3:18])(=[O:17])=[O:16])[CH:11]=[CH:10][C:9]=2[NH:19][C:20]2[CH:25]=[CH:24][N:23]=[CH:22][N:21]=2)[C:5]2[CH:26]=[CH:27][N:28](S(C3C=CC(C)=CC=3)(=O)=O)[C:4]=2[C:3]1=[O:39].[F-].C([N+](CCCC)(CCCC)CCCC)CCC. The catalyst is O1CCCC1. The product is [CH3:1][N:2]1[CH:7]=[C:6]([C:8]2[CH:13]=[C:12]([CH2:14][S:15]([CH3:18])(=[O:16])=[O:17])[CH:11]=[CH:10][C:9]=2[NH:19][C:20]2[CH:25]=[CH:24][N:23]=[CH:22][N:21]=2)[C:5]2[CH:26]=[CH:27][NH:28][C:4]=2[C:3]1=[O:39]. The yield is 0.990. (2) The reactants are C([N:8](CC1C=CC=CC=1)[C:9]1[CH:14]=[C:13]([CH3:15])[C:12]([CH:16]2[O:20][CH2:19][CH2:18][O:17]2)=[CH:11][C:10]=1[CH3:21])C1C=CC=CC=1. The catalyst is C(O)C.O. The product is [O:17]1[CH2:18][CH2:19][O:20][CH:16]1[C:12]1[C:13]([CH3:15])=[CH:14][C:9]([NH2:8])=[C:10]([CH3:21])[CH:11]=1. The yield is 0.920.